From a dataset of Forward reaction prediction with 1.9M reactions from USPTO patents (1976-2016). Predict the product of the given reaction. (1) Given the reactants [NH2:1][C:2]1[CH:14]=[CH:13][C:12]([Cl:15])=[CH:11][C:3]=1[C:4]([NH:6]C(C)(C)C)=O.[F:16][C:17]([F:28])([F:27])[C:18](O[C:18](=[O:19])[C:17]([F:28])([F:27])[F:16])=[O:19], predict the reaction product. The product is: [Cl:15][C:12]1[CH:13]=[CH:14][C:2]([NH:1][C:18](=[O:19])[C:17]([F:28])([F:27])[F:16])=[C:3]([C:4]#[N:6])[CH:11]=1. (2) The product is: [CH:1]1[C:10]2[C:5](=[CH:6][C:7]([C:11]3[CH:12]=[C:13]([NH2:14])[O:23][N:22]=3)=[CH:8][CH:9]=2)[CH:4]=[CH:3][N:2]=1. Given the reactants [CH:1]1[C:10]2[C:5](=[CH:6][C:7]([C:11](=O)[CH2:12][C:13]#[N:14])=[CH:8][CH:9]=2)[CH:4]=[CH:3][N:2]=1.C([O-])(=O)C.[Na+].Cl.[NH2:22][OH:23], predict the reaction product. (3) Given the reactants [I-].[CH3:2][S+](C)(C)=O.[H-].[Na+].[F:9][C:10]1[CH:11]=[C:12]([CH:17]=[CH:18][C:19]([N:21]([O:23][CH3:24])[CH3:22])=[O:20])[CH:13]=[CH:14][C:15]=1[CH3:16].O, predict the reaction product. The product is: [CH3:24][O:23][N:21]([CH3:22])[C:19]([CH:18]1[CH2:2][CH:17]1[C:12]1[CH:13]=[CH:14][C:15]([CH3:16])=[C:10]([F:9])[CH:11]=1)=[O:20]. (4) Given the reactants [Na].[C:2]([O:6][C:7]([N:9]1[CH2:15][CH2:14][CH2:13][N:12]([C:16]2[NH:20][C:19]3[CH:21]=[CH:22][CH:23]=[CH:24][C:18]=3[N:17]=2)[CH2:11][CH2:10]1)=[O:8])([CH3:5])([CH3:4])[CH3:3].[F:25][C:26]([F:37])([F:36])[CH2:27]OS(C(F)(F)F)(=O)=O, predict the reaction product. The product is: [C:2]([O:6][C:7]([N:9]1[CH2:15][CH2:14][CH2:13][N:12]([C:16]2[N:17]([CH2:27][C:26]([F:37])([F:36])[F:25])[C:18]3[CH:24]=[CH:23][CH:22]=[CH:21][C:19]=3[N:20]=2)[CH2:11][CH2:10]1)=[O:8])([CH3:5])([CH3:3])[CH3:4].